This data is from Forward reaction prediction with 1.9M reactions from USPTO patents (1976-2016). The task is: Predict the product of the given reaction. (1) The product is: [NH2:23][C:4]1[CH:3]=[C:2]([CH3:1])[CH:22]=[CH:21][C:5]=1[NH:6][C:7]1[S:11][C:10]2[CH:12]=[CH:13][CH:14]=[CH:15][C:9]=2[C:8]=1[C:16]([O:18][CH2:19][CH3:20])=[O:17]. Given the reactants [CH3:1][C:2]1[CH:22]=[CH:21][C:5]([NH:6][C:7]2[S:11][C:10]3[CH:12]=[CH:13][CH:14]=[CH:15][C:9]=3[C:8]=2[C:16]([O:18][CH2:19][CH3:20])=[O:17])=[C:4]([N+:23]([O-])=O)[CH:3]=1.[H][H], predict the reaction product. (2) Given the reactants FC(F)(F)C(O)=O.[CH2:8]([C@:11]1([CH2:22][CH2:23][NH:24][CH3:25])[C:19]2[C:14](=[CH:15][CH:16]=[C:17]([Cl:20])[CH:18]=2)[C:13](=[O:21])[NH:12]1)[CH:9]=[CH2:10].[C:34](O[C:34]([O:36][C:37]([CH3:40])([CH3:39])[CH3:38])=[O:35])([O:36][C:37]([CH3:40])([CH3:39])[CH3:38])=[O:35].C(N(CC)CC)C, predict the reaction product. The product is: [CH2:8]([C@:11]1([CH2:22][CH2:23][N:24]([CH3:25])[C:34](=[O:35])[O:36][C:37]([CH3:38])([CH3:39])[CH3:40])[C:19]2[C:14](=[CH:15][CH:16]=[C:17]([Cl:20])[CH:18]=2)[C:13](=[O:21])[NH:12]1)[CH:9]=[CH2:10]. (3) Given the reactants [CH3:1][C:2]1[C:10]2[C:9]([OH:11])=[N:8][CH:7]=[N:6][C:5]=2[S:4][CH:3]=1.[Cl:12]N1C(=O)CCC1=O, predict the reaction product. The product is: [Cl:12][C:3]1[S:4][C:5]2[N:6]=[CH:7][NH:8][C:9](=[O:11])[C:10]=2[C:2]=1[CH3:1]. (4) Given the reactants [OH-].[Na+].C([O:6][C:7]1[CH:8]=[C:9]([CH:35]=[CH:36][C:37]=1[CH3:38])[NH:10][C:11]1[C:20]2[C:15](=[CH:16][C:17]([O:23][CH2:24][C:25]3[N:29]([CH3:30])[C:28]4[CH:31]=[CH:32][CH:33]=[CH:34][C:27]=4[N:26]=3)=[C:18]([O:21][CH3:22])[CH:19]=2)[N:14]=[CH:13][N:12]=1)(=O)C.[ClH:39], predict the reaction product. The product is: [ClH:39].[OH:6][C:7]1[CH:8]=[C:9]([CH:35]=[CH:36][C:37]=1[CH3:38])[NH:10][C:11]1[C:20]2[C:15](=[CH:16][C:17]([O:23][CH2:24][C:25]3[N:29]([CH3:30])[C:28]4[CH:31]=[CH:32][CH:33]=[CH:34][C:27]=4[N:26]=3)=[C:18]([O:21][CH3:22])[CH:19]=2)[N:14]=[CH:13][N:12]=1. (5) Given the reactants [CH3:1][N:2]([CH2:4][C:5]1[C:17]2[O:16][N:15]=[C:14]([CH2:18][CH2:19][CH:20]3[CH2:25][CH2:24][NH:23][CH2:22][CH2:21]3)[C:13]=2[CH:12]=[C:11]2[C:6]=1[CH:7]=[CH:8][CH:9]=[CH:10]2)[CH3:3].[CH:26]([C:28]1[S:32][C:31]([C:33]#[N:34])=[CH:30][CH:29]=1)=O, predict the reaction product. The product is: [CH3:1][N:2]([CH2:4][C:5]1[C:17]2[O:16][N:15]=[C:14]([CH2:18][CH2:19][CH:20]3[CH2:25][CH2:24][N:23]([CH2:26][C:28]4[S:32][C:31]([C:33]#[N:34])=[CH:30][CH:29]=4)[CH2:22][CH2:21]3)[C:13]=2[CH:12]=[C:11]2[C:6]=1[CH:7]=[CH:8][CH:9]=[CH:10]2)[CH3:3]. (6) Given the reactants [C:1]([N:4]1[C:13]2[C:8](=[CH:9][C:10]([NH2:14])=[CH:11][CH:12]=2)[C:7]([C:16]2[CH:21]=[CH:20][CH:19]=[CH:18][CH:17]=2)([CH3:15])[CH2:6][C:5]1([CH3:23])[CH3:22])(=[O:3])[CH3:2].[N+:24]([C:27]1[CH:35]=[CH:34][C:30]([C:31](Cl)=[O:32])=[CH:29][CH:28]=1)([O-:26])=[O:25].C(N(CC)C(C)C)(C)C, predict the reaction product. The product is: [C:1]([N:4]1[C:13]2[C:8](=[CH:9][C:10]([NH:14][C:31](=[O:32])[C:30]3[CH:29]=[CH:28][C:27]([N+:24]([O-:26])=[O:25])=[CH:35][CH:34]=3)=[CH:11][CH:12]=2)[C:7]([C:16]2[CH:21]=[CH:20][CH:19]=[CH:18][CH:17]=2)([CH3:15])[CH2:6][C:5]1([CH3:23])[CH3:22])(=[O:3])[CH3:2]. (7) Given the reactants [CH:1]([C:3]1[CH:23]=[CH:22][C:6]([CH2:7][N:8]([CH2:16][C:17]2[NH:18][CH:19]=[CH:20][N:21]=2)[C:9]([C:11]2[NH:12][CH:13]=[CH:14][N:15]=2)=[O:10])=[CH:5][CH:4]=1)=O.C[Si](C)(C)CCOCN1C=CN=C1C=O.[CH2:39]([N:42]([CH2:48][CH2:49][CH3:50])[CH2:43][CH2:44][CH2:45][CH2:46][NH2:47])[CH2:40][CH3:41], predict the reaction product. The product is: [CH2:48]([N:42]([CH2:39][CH2:40][CH3:41])[CH2:43][CH2:44][CH2:45][CH2:46][NH:47][CH2:1][C:3]1[CH:23]=[CH:22][C:6]([CH2:7][N:8]([CH2:16][C:17]2[NH:18][CH:19]=[CH:20][N:21]=2)[C:9]([C:11]2[NH:12][CH:13]=[CH:14][N:15]=2)=[O:10])=[CH:5][CH:4]=1)[CH2:49][CH3:50]. (8) Given the reactants [CH2:1]([O:8][C:9]1[CH:14]=[CH:13][C:12]([CH:15]([C:17]2[CH:22]=[C:21](Br)[CH:20]=[CH:19][C:18]=2[CH3:24])O)=[CH:11][CH:10]=1)[C:2]1[CH:7]=[CH:6][CH:5]=[CH:4][CH:3]=1.C([Li])CCC.[OH:30][C@H:31]1[C@H:38]2[C@H:34]([O:35][C:36]([CH3:40])([CH3:39])[O:37]2)[O:33][C@H:32]1[C:41](N1CCOCC1)=[O:42].C([Mg]Cl)(C)(C)C, predict the reaction product. The product is: [CH2:1]([O:8][C:9]1[CH:14]=[CH:13][C:12]([CH2:15][C:17]2[CH:22]=[C:21]([C:41]([C@@H:32]3[O:33][C@H:34]4[O:35][C:36]([CH3:40])([CH3:39])[O:37][C@H:38]4[C@@H:31]3[OH:30])=[O:42])[CH:20]=[CH:19][C:18]=2[CH3:24])=[CH:11][CH:10]=1)[C:2]1[CH:7]=[CH:6][CH:5]=[CH:4][CH:3]=1. (9) Given the reactants [N:1]1([CH:6]2[CH2:15][CH2:14][C:13]([CH3:17])([CH3:16])[C:12]3[CH:11]=[C:10]([C:18]#[C:19][C:20]4[CH:28]=[CH:27][C:23](C([O-])=O)=[CH:22][CH:21]=4)[CH:9]=[CH:8][C:7]2=3)[CH:5]=[CH:4][N:3]=[CH:2]1.[OH-:29].[Na+].[CH2:31]([OH:33])[CH3:32], predict the reaction product. The product is: [N:1]1([CH:6]2[CH2:15][CH2:14][C:13]([CH3:16])([CH3:17])[C:12]3[CH:11]=[C:10]([C:18]#[C:19][C:20]4[CH:28]=[CH:27][C:23]([CH2:32][C:31]([OH:29])=[O:33])=[CH:22][CH:21]=4)[CH:9]=[CH:8][C:7]2=3)[CH:5]=[CH:4][N:3]=[CH:2]1.